From a dataset of Forward reaction prediction with 1.9M reactions from USPTO patents (1976-2016). Predict the product of the given reaction. (1) Given the reactants [CH2:1]([O:8][C:9]1[CH:16]=[CH:15][C:12]([CH:13]=O)=[CH:11][CH:10]=1)[C:2]1[CH:7]=[CH:6][CH:5]=[CH:4][CH:3]=1.[CH3:17][C:18]1[CH:23]=[CH:22][N:21]=[C:20]([NH2:24])[C:19]=1[N+:25]([O-])=O.[O-]S(S([O-])=O)=O.[Na+].[Na+].N, predict the reaction product. The product is: [CH2:1]([O:8][C:9]1[CH:16]=[CH:15][C:12]([C:13]2[NH:24][C:20]3=[N:21][CH:22]=[CH:23][C:18]([CH3:17])=[C:19]3[N:25]=2)=[CH:11][CH:10]=1)[C:2]1[CH:7]=[CH:6][CH:5]=[CH:4][CH:3]=1. (2) Given the reactants [Br:1][C:2]1[CH:3]=[C:4]([CH:21]=[C:22]([CH:24]=[CH:25][CH:26]2[CH2:30][CH2:29][CH2:28][NH:27]2)[CH:23]=1)[CH2:5][O:6][C:7]1[CH:12]=[CH:11][CH:10]=[CH:9][C:8]=1[CH2:13][C:14]([O:16][C:17]([CH3:20])([CH3:19])[CH3:18])=[O:15].C=O.[C:33]([BH3-])#N.[Na+], predict the reaction product. The product is: [Br:1][C:2]1[CH:3]=[C:4]([CH:21]=[C:22]([CH:24]=[CH:25][CH:26]2[CH2:30][CH2:29][CH2:28][N:27]2[CH3:33])[CH:23]=1)[CH2:5][O:6][C:7]1[CH:12]=[CH:11][CH:10]=[CH:9][C:8]=1[CH2:13][C:14]([O:16][C:17]([CH3:20])([CH3:19])[CH3:18])=[O:15]. (3) Given the reactants [CH3:1][O:2][C:3]1[CH:4]=[C:5]2[C:10](=[CH:11][C:12]=1[O:13][CH3:14])[C:9]([CH2:15][CH2:16][CH3:17])=[N:8][C:7]([OH:18])=[CH:6]2.[ClH:19].[Cl:20][CH2:21][C:22]1[C:23]([NH:34][CH3:35])=[N:24][C:25]2[C:30]([CH:31]=1)=[CH:29][C:28]([O:32][CH3:33])=[CH:27][CH:26]=2.[Li+].[OH-], predict the reaction product. The product is: [ClH:20].[ClH:19].[CH3:1][O:2][C:3]1[CH:4]=[C:5]2[C:10](=[CH:11][C:12]=1[O:13][CH3:14])[C:9]([CH2:15][CH2:16][CH3:17])=[N:8][C:7]([OH:18])=[C:6]2[CH2:21][C:22]1[C:23]([NH:34][CH3:35])=[N:24][C:25]2[C:30]([CH:31]=1)=[CH:29][C:28]([O:32][CH3:33])=[CH:27][CH:26]=2. (4) Given the reactants BrC1C(C(N[C@H]2CCC[C@@H]2NC2C=NC(C(F)(F)F)=CN=2)=O)=NC=CC=1.Cl.[F:28][C:29]([F:44])([F:43])[C:30]1[N:31]=[CH:32][C:33]([NH:36][C@H:37]2[CH2:41][CH2:40][CH2:39][C@@H:38]2[NH2:42])=[N:34][CH:35]=1.[CH2:45]([O:47][C:48]1[C:49]([C:55](O)=[O:56])=[N:50][C:51]([CH3:54])=[CH:52][CH:53]=1)[CH3:46], predict the reaction product. The product is: [CH2:45]([O:47][C:48]1[C:49]([C:55]([NH:42][C@H:38]2[CH2:39][CH2:40][CH2:41][C@@H:37]2[NH:36][C:33]2[CH:32]=[N:31][C:30]([C:29]([F:28])([F:43])[F:44])=[CH:35][N:34]=2)=[O:56])=[N:50][C:51]([CH3:54])=[CH:52][CH:53]=1)[CH3:46]. (5) Given the reactants CS(O[CH2:6][CH2:7][N:8]([C:16](=[O:21])[C:17]([F:20])([F:19])[F:18])[CH2:9][CH2:10]OS(C)(=O)=O)(=O)=O.[CH:22]1([NH2:25])[CH2:24][CH2:23]1, predict the reaction product. The product is: [CH:22]1([N:25]2[CH2:10][CH2:9][N:8]([C:16](=[O:21])[C:17]([F:20])([F:19])[F:18])[CH2:7][CH2:6]2)[CH2:24][CH2:23]1.